Dataset: Reaction yield outcomes from USPTO patents with 853,638 reactions. Task: Predict the reaction yield, written as a fraction of the theoretical maximum amount of product (1.0 means a 100% yield; for example, 0.34 means a 34% yield). (1) The reactants are [CH3:1][C:2]1[C:3]([CH2:8][N:9]([CH2:16][C:17]2[C:22]([CH3:23])=[CH:21][CH:20]=[CH:19][N:18]=2)[CH:10]2[CH2:15][CH2:14][NH:13][CH2:12][CH2:11]2)=[N:4][CH:5]=[CH:6][CH:7]=1.[BH3-]C#N.[Na+].[NH:28]1[CH:32]=[CH:31][N:30]=[C:29]1[CH:33]=O. The catalyst is CO. The product is [NH:28]1[CH:32]=[CH:31][N:30]=[C:29]1[CH2:33][N:13]1[CH2:14][CH2:15][CH:10]([N:9]([CH2:16][C:17]2[C:22]([CH3:23])=[CH:21][CH:20]=[CH:19][N:18]=2)[CH2:8][C:3]2[C:2]([CH3:1])=[CH:7][CH:6]=[CH:5][N:4]=2)[CH2:11][CH2:12]1. The yield is 0.310. (2) The reactants are [CH2:1]([O:8][C:9]1[C:10]([O:42][CH3:43])=[CH:11][C:12]([C:38]([CH3:41])([CH3:40])[CH3:39])=[C:13](/[CH:15]=[CH:16]/[C:17]([NH:19][CH2:20][CH2:21][C:22]2[CH:27]=[CH:26][C:25]([O:28][CH3:29])=[C:24]([O:30][CH2:31][C:32]3[CH:37]=[CH:36][CH:35]=[CH:34][CH:33]=3)[CH:23]=2)=O)[CH:14]=1)[C:2]1[CH:7]=[CH:6][CH:5]=[CH:4][CH:3]=1.O=P(Cl)(Cl)Cl. The product is [CH2:31]([O:30][C:24]1[CH:23]=[C:22]2[C:27](=[CH:26][C:25]=1[O:28][CH3:29])[C:17](/[CH:16]=[CH:15]/[C:13]1[CH:14]=[C:9]([O:8][CH2:1][C:2]3[CH:7]=[CH:6][CH:5]=[CH:4][CH:3]=3)[C:10]([O:42][CH3:43])=[CH:11][C:12]=1[C:38]([CH3:41])([CH3:40])[CH3:39])=[N:19][CH2:20][CH2:21]2)[C:32]1[CH:33]=[CH:34][CH:35]=[CH:36][CH:37]=1. The yield is 0.230. The catalyst is C(#N)C. (3) The reactants are Cl.[O:2]([NH2:4])[CH3:3].[Cl:5][C:6]1[CH:11]=[CH:10][CH:9]=[CH:8][C:7]=1[S:12](Cl)(=[O:14])=[O:13].O. The catalyst is N1C=CC=CC=1. The product is [Cl:5][C:6]1[CH:11]=[CH:10][CH:9]=[CH:8][C:7]=1[S:12]([NH:4][O:2][CH3:3])(=[O:14])=[O:13]. The yield is 0.640. (4) The reactants are [BrH:1].S(=O)(=O)(O)O.[CH3:7][N:8]([CH3:23])[C:9]1[CH:10]=[C:11]2[C:16](=[CH:17][CH:18]=1)[N:15]=[CH:14][CH:13]=[C:12]2[NH:19][CH2:20][CH2:21]O.C([O-])(O)=O.[Na+]. The catalyst is O. The product is [CH3:7][N:8]([CH3:23])[C:9]1[CH:10]=[C:11]2[C:16](=[CH:17][CH:18]=1)[N:15]=[CH:14][CH:13]=[C:12]2[NH:19][CH2:20][CH2:21][Br:1]. The yield is 0.570.